Predict which catalyst facilitates the given reaction. From a dataset of Catalyst prediction with 721,799 reactions and 888 catalyst types from USPTO. (1) Reactant: [OH:1][C:2]1[C:7]([OH:8])=[CH:6][CH:5]=[CH:4][N:3]=1.[Cl:9][C:10]1[CH:16]=[CH:15][C:13]([NH2:14])=[CH:12][CH:11]=1. Product: [Cl:9][C:10]1[CH:16]=[CH:15][C:13]([NH:14][C:5]2[C:4]([NH:14][C:13]3[CH:15]=[CH:16][C:10]([Cl:9])=[CH:11][CH:12]=3)=[N:3][C:2](=[O:1])[C:7](=[O:8])[CH:6]=2)=[CH:12][CH:11]=1. The catalyst class is: 283. (2) Reactant: [C:1]([C:4]1[CH:9]=[C:8]([N:10]2[C:15]([CH3:16])=[CH:14][C:13]([O:17][CH2:18][C:19]3[CH:24]=[CH:23][C:22]([F:25])=[CH:21][C:20]=3[F:26])=[C:12]([Cl:27])[C:11]2=[O:28])[C:7]([CH3:29])=[CH:6][N:5]=1)(=O)[CH3:2].[C:30](OC(OC(C)(C)C)N(C)C)(C)(C)C.C(=O)([O-])[O-].[K+].[K+].Cl.[CH3:51][C:52]([CH3:57])([CH3:56])[C:53]([NH2:55])=[NH:54]. Product: [C:52]([C:53]1[N:55]=[C:1]([C:4]2[CH:9]=[C:8]([N:10]3[C:15]([CH3:16])=[CH:14][C:13]([O:17][CH2:18][C:19]4[CH:24]=[CH:23][C:22]([F:25])=[CH:21][C:20]=4[F:26])=[C:12]([Cl:27])[C:11]3=[O:28])[C:7]([CH3:29])=[CH:6][N:5]=2)[CH:2]=[CH:30][N:54]=1)([CH3:57])([CH3:56])[CH3:51]. The catalyst class is: 9. (3) Product: [CH:9]1[C:8]2[C:7](=[O:17])[C:6]3[C:15](=[CH:2][CH:3]=[CH:4][CH:5]=3)[C:14](=[O:16])[C:13]=2[CH:12]=[CH:11][CH:10]=1. The catalyst class is: 6. Reactant: N[C:2]1[C:15]2[C:14](=[O:16])[C:13]3[C:8](=[CH:9][CH:10]=[CH:11][CH:12]=3)[C:7](=[O:17])[C:6]=2[C:5](O)=[CH:4][C:3]=1Cl.CN1CCN(C)C1=O.C(=O)([O-])[O-].[K+].[K+].C(N(CCCCCCCC)C1C=C(O)C=CC=1)CCCCCCC.